From a dataset of Full USPTO retrosynthesis dataset with 1.9M reactions from patents (1976-2016). Predict the reactants needed to synthesize the given product. (1) Given the product [CH:8](=[C:7]1[NH:1][C:2](=[S:3])[NH:4][C:5]1=[O:6])[C:9]1[CH:14]=[CH:13][CH:12]=[CH:11][CH:10]=1, predict the reactants needed to synthesize it. The reactants are: [NH:1]1[CH2:7][C:5](=[O:6])[NH:4][C:2]1=[S:3].[CH:8](=O)[C:9]1[CH:14]=[CH:13][CH:12]=[CH:11][CH:10]=1.C(N(CC)CC)C.Cl. (2) Given the product [Cl:45][C:41]1[CH:40]=[C:39]2[C:44]([C:35]([NH2:34])=[CH:36][CH2:37][N:38]2[CH:8]([C:5]2[CH:6]=[CH:7][C:2]([Cl:1])=[CH:3][CH:4]=2)[C:10]2[CH:15]=[CH:14][C:13]([CH2:16][N:17]3[CH2:22][CH2:21][O:20][CH2:19][CH2:18]3)=[CH:12][CH:11]=2)=[CH:43][CH:42]=1, predict the reactants needed to synthesize it. The reactants are: [Cl:1][C:2]1[CH:7]=[CH:6][C:5]([CH:8]([C:10]2[CH:15]=[CH:14][C:13]([CH2:16][N:17]3[CH2:22][CH2:21][O:20][CH2:19][CH2:18]3)=[CH:12][CH:11]=2)O)=[CH:4][CH:3]=1.O=S(Cl)Cl.C(N(CC)CC)C.[NH2:34][C:35]1[C:44]2[C:39](=[CH:40][C:41]([Cl:45])=[CH:42][CH:43]=2)[N:38]=[CH:37][CH:36]=1. (3) Given the product [O:19]=[S:17]1(=[O:20])[C:12]2[CH:13]=[CH:14][CH:15]=[CH:16][C:11]=2[NH:10][C:8]([CH2:7][C:6]([OH:5])=[O:21])=[N:18]1, predict the reactants needed to synthesize it. The reactants are: [OH-].[Na+].C([O:5][C:6](=[O:21])[CH2:7][C:8]([NH:10][C:11]1[CH:16]=[CH:15][CH:14]=[CH:13][C:12]=1[S:17](=[O:20])(=[O:19])[NH2:18])=O)C.Cl. (4) Given the product [O:14]1[CH2:15][CH2:16][N:11]([C:10]2[C:5]3[N:6]([C:17]([CH:18]4[CH2:23][CH2:22][N:21]([C:24]([O:26][C:27]([CH3:30])([CH3:29])[CH3:28])=[O:25])[CH2:20][CH2:19]4)=[C:3]([C:1]#[C:2][C:32]4[CH:41]=[CH:40][C:39]5[C:34](=[CH:35][CH:36]=[CH:37][CH:38]=5)[N:33]=4)[N:4]=3)[N:7]=[CH:8][CH:9]=2)[CH2:12][CH2:13]1, predict the reactants needed to synthesize it. The reactants are: [C:1]([C:3]1[N:4]=[C:5]2[C:10]([N:11]3[CH2:16][CH2:15][O:14][CH2:13][CH2:12]3)=[CH:9][CH:8]=[N:7][N:6]2[C:17]=1[CH:18]1[CH2:23][CH2:22][N:21]([C:24]([O:26][C:27]([CH3:30])([CH3:29])[CH3:28])=[O:25])[CH2:20][CH2:19]1)#[CH:2].Br[C:32]1[CH:41]=[CH:40][C:39]2[C:34](=[CH:35][CH:36]=[CH:37][CH:38]=2)[N:33]=1.CCN(C(C)C)C(C)C.